This data is from Full USPTO retrosynthesis dataset with 1.9M reactions from patents (1976-2016). The task is: Predict the reactants needed to synthesize the given product. Given the product [Cl:1][C:2]1[C:11]2[C:6](=[CH:7][C:8]([C:14]([N:18]3[CH2:23][CH2:22][CH2:20][CH2:19]3)=[O:16])=[C:9]([O:12][CH3:13])[CH:10]=2)[CH:5]=[CH:4][N:3]=1, predict the reactants needed to synthesize it. The reactants are: [Cl:1][C:2]1[C:11]2[C:6](=[CH:7][C:8]([C:14]([OH:16])=O)=[C:9]([O:12][CH3:13])[CH:10]=2)[CH:5]=[CH:4][N:3]=1.C[N:18]1[CH2:23][CH2:22]O[CH2:20][CH2:19]1.N1CCCC1.F[B-](F)(F)F.N1(OC(N(C)C)=[N+](C)C)C2C=CC=CC=2N=N1.